This data is from Reaction yield outcomes from USPTO patents with 853,638 reactions. The task is: Predict the reaction yield, written as a fraction of the theoretical maximum amount of product (1.0 means a 100% yield; for example, 0.34 means a 34% yield). (1) The reactants are C([O:8][C:9]1[CH:18]=[C:17]2[C:12]([C:13]([O:19][C:20]3[CH:21]=[C:22]([NH:26][C:27]([NH:29][C:30]4[CH:34]=[C:33]([C:35]([CH3:38])([CH3:37])[CH3:36])[O:32][N:31]=4)=[O:28])[CH:23]=[CH:24][CH:25]=3)=[N:14][CH:15]=[N:16]2)=[CH:11][CH:10]=1)C1C=CC=CC=1.FC(F)(F)C(O)=O. No catalyst specified. The product is [C:35]([C:33]1[O:32][N:31]=[C:30]([NH:29][C:27]([NH:26][C:22]2[CH:23]=[CH:24][CH:25]=[C:20]([O:19][C:13]3[C:12]4[C:17](=[CH:18][C:9]([OH:8])=[CH:10][CH:11]=4)[N:16]=[CH:15][N:14]=3)[CH:21]=2)=[O:28])[CH:34]=1)([CH3:38])([CH3:36])[CH3:37]. The yield is 0.600. (2) The reactants are [Cl:1][C:2]1[CH:10]=[CH:9][CH:8]=[C:7]2[C:3]=1[C:4]([C:17](=[O:22])C(F)(F)F)=[CH:5][N:6]2[CH2:11][CH:12]1[CH2:16][CH2:15][O:14][CH2:13]1.[OH-:23].[Na+]. The catalyst is CCO. The product is [Cl:1][C:2]1[CH:10]=[CH:9][CH:8]=[C:7]2[C:3]=1[C:4]([C:17]([OH:22])=[O:23])=[CH:5][N:6]2[CH2:11][CH:12]1[CH2:16][CH2:15][O:14][CH2:13]1. The yield is 0.900. (3) The reactants are [OH-].[Li+].[F:3][CH:4]([F:29])[C:5]1[N:6]([C:17]2[C:26]3[C:21](=[CH:22][CH:23]=[CH:24][CH:25]=3)[C:20]([CH2:27][CH3:28])=[CH:19][CH:18]=2)[C:7]([S:10][CH2:11][C:12]([O:14]CC)=[O:13])=[N:8][N:9]=1. The catalyst is C1COCC1.O. The product is [F:29][CH:4]([F:3])[C:5]1[N:6]([C:17]2[C:26]3[C:21](=[CH:22][CH:23]=[CH:24][CH:25]=3)[C:20]([CH2:27][CH3:28])=[CH:19][CH:18]=2)[C:7]([S:10][CH2:11][C:12]([OH:14])=[O:13])=[N:8][N:9]=1. The yield is 0.990. (4) The reactants are I[C:2]1[CH:7]=[N:6][NH:5][C:4](=[O:8])[CH:3]=1.[CH3:9][N:10]1[CH2:15][CH2:14][NH:13][CH2:12][CH2:11]1. The catalyst is C(O)C. The product is [CH3:9][N:10]1[CH2:15][CH2:14][N:13]([C:2]2[CH:7]=[N:6][NH:5][C:4](=[O:8])[CH:3]=2)[CH2:12][CH2:11]1. The yield is 0.680. (5) The yield is 0.620. The reactants are Cl[C:2]1[N:7]=[CH:6][C:5]([N+:8]([O-:10])=[O:9])=[CH:4][N:3]=1.[F:11][C:12]([F:19])([F:18])[C:13]1[CH:14]=[N:15][NH:16][CH:17]=1.C(=O)([O-])[O-].[K+].[K+]. The catalyst is C(#N)C. The product is [N+:8]([C:5]1[CH:4]=[N:3][C:2]([N:15]2[CH:14]=[C:13]([C:12]([F:19])([F:18])[F:11])[CH:17]=[N:16]2)=[N:7][CH:6]=1)([O-:10])=[O:9]. (6) The reactants are [Cl:1][C:2]1[CH:7]=[CH:6][CH:5]=[C:4]([F:8])[C:3]=1[C:9]1[CH:10]=[C:11]2[C:15](=[CH:16][CH:17]=1)[N:14](S(C1C=CC(C)=CC=1)(=O)=O)[CH:13]=[C:12]2[C:28]1[N:33]=[C:32]([N:34]2[CH2:39][CH2:38][CH:37]([NH:40][C:41](=[O:47])[O:42][C:43]([CH3:46])([CH3:45])[CH3:44])[CH2:36][CH2:35]2)[CH:31]=[N:30][CH:29]=1.C[O-].[Na+].C1COCC1. The catalyst is CO. The product is [Cl:1][C:2]1[CH:7]=[CH:6][CH:5]=[C:4]([F:8])[C:3]=1[C:9]1[CH:10]=[C:11]2[C:15](=[CH:16][CH:17]=1)[NH:14][CH:13]=[C:12]2[C:28]1[N:33]=[C:32]([N:34]2[CH2:35][CH2:36][CH:37]([NH:40][C:41](=[O:47])[O:42][C:43]([CH3:45])([CH3:44])[CH3:46])[CH2:38][CH2:39]2)[CH:31]=[N:30][CH:29]=1. The yield is 0.724. (7) The reactants are [NH2:1][C:2]1[CH:7]=[CH:6][C:5]([OH:8])=[C:4]([C:9]2[N:13]([CH3:14])[N:12]=[CH:11][CH:10]=2)[CH:3]=1.Br[CH2:16][C@H:17]([NH:19][C:20](=[O:26])[O:21][C:22]([CH3:25])([CH3:24])[CH3:23])[CH3:18].C(=O)([O-])[O-].[Cs+].[Cs+]. The catalyst is CC(C)=O. The product is [NH2:1][C:2]1[CH:7]=[CH:6][C:5]([O:8][CH2:18][C@H:17]([NH:19][C:20](=[O:26])[O:21][C:22]([CH3:23])([CH3:25])[CH3:24])[CH3:16])=[C:4]([C:9]2[N:13]([CH3:14])[N:12]=[CH:11][CH:10]=2)[CH:3]=1. The yield is 0.507.